This data is from Catalyst prediction with 721,799 reactions and 888 catalyst types from USPTO. The task is: Predict which catalyst facilitates the given reaction. (1) Reactant: [NH2:1][C:2]1[C:3]([CH3:23])=[C:4]2[C:8](=[CH:9][C:10]=1[N+:11]([O-])=O)[C:7](=[O:14])[N:6]([CH:15]1[CH2:20][CH2:19][N:18]([CH3:21])[CH2:17][CH2:16]1)[C:5]2=[O:22]. Product: [NH2:1][C:2]1[C:3]([CH3:23])=[C:4]2[C:8](=[CH:9][C:10]=1[NH2:11])[C:7](=[O:14])[N:6]([CH:15]1[CH2:16][CH2:17][N:18]([CH3:21])[CH2:19][CH2:20]1)[C:5]2=[O:22]. The catalyst class is: 43. (2) The catalyst class is: 28. Reactant: [C:1]([OH:4])(=S)[CH3:2].[N:5]([CH2:8][C@@H:9]1[CH2:13][CH2:12][N:11]([C@H:14]([C:16]2[CH:21]=[CH:20][CH:19]=[CH:18][CH:17]=2)[CH3:15])[C@@H:10]1[C:22]([NH2:24])=[O:23])=[N+]=[N-]. Product: [C:1]([NH:5][CH2:8][C@@H:9]1[CH2:13][CH2:12][N:11]([C@H:14]([C:16]2[CH:21]=[CH:20][CH:19]=[CH:18][CH:17]=2)[CH3:15])[C@@H:10]1[C:22]([NH2:24])=[O:23])(=[O:4])[CH3:2]. (3) Product: [NH2:1][CH2:4][C@@H:5]([NH:7][C:8](=[O:51])[N:9]([CH2:37][C@H:38]1[C@@H:42]([F:43])[CH2:41][N:40]([C:44]([O:46][C:47]([CH3:50])([CH3:49])[CH3:48])=[O:45])[CH2:39]1)[C@@H:10]([C:17]1[N:18]([CH2:30][C:31]2[CH:32]=[CH:33][CH:34]=[CH:35][CH:36]=2)[CH:19]=[C:20]([C:22]2[CH:27]=[C:26]([F:28])[CH:25]=[CH:24][C:23]=2[F:29])[N:21]=1)[CH:11]1[CH2:12][CH2:13][O:14][CH2:15][CH2:16]1)[CH3:6]. The catalyst class is: 49. Reactant: [N:1]([CH2:4][C@@H:5]([NH:7][C:8](=[O:51])[N:9]([CH2:37][C@H:38]1[C@@H:42]([F:43])[CH2:41][N:40]([C:44]([O:46][C:47]([CH3:50])([CH3:49])[CH3:48])=[O:45])[CH2:39]1)[C@@H:10]([C:17]1[N:18]([CH2:30][C:31]2[CH:36]=[CH:35][CH:34]=[CH:33][CH:32]=2)[CH:19]=[C:20]([C:22]2[CH:27]=[C:26]([F:28])[CH:25]=[CH:24][C:23]=2[F:29])[N:21]=1)[CH:11]1[CH2:16][CH2:15][O:14][CH2:13][CH2:12]1)[CH3:6])=[N+]=[N-].C1(P(C2C=CC=CC=2)C2C=CC=CC=2)C=CC=CC=1.O. (4) Reactant: [O:1]1[CH2:6][CH2:5][N:4]([C:7]2[CH:15]=[CH:14][C:10]([C:11]([OH:13])=O)=[CH:9][N:8]=2)[CH2:3][CH2:2]1.F[P-](F)(F)(F)(F)F.Br[P+](N1CCCC1)(N1CCCC1)N1CCCC1.C(N(CC)CC)C.[NH2:47][CH2:48][C:49]1[C:58](=[O:59])[C:57]2[C:52](=[CH:53][C:54]([Cl:60])=[CH:55][CH:56]=2)[N:51]([C:61]2[CH:66]=[CH:65][CH:64]=[CH:63][CH:62]=2)[C:50]=1[C:67]([N:69]([CH3:71])[CH3:70])=[O:68]. Product: [CH3:70][N:69]([CH3:71])[C:67]([C:50]1[N:51]([C:61]2[CH:66]=[CH:65][CH:64]=[CH:63][CH:62]=2)[C:52]2[C:57]([C:58](=[O:59])[C:49]=1[CH2:48][NH:47][C:11]([C:10]1[CH:9]=[N:8][C:7]([N:4]3[CH2:3][CH2:2][O:1][CH2:6][CH2:5]3)=[CH:15][CH:14]=1)=[O:13])=[CH:56][CH:55]=[C:54]([Cl:60])[CH:53]=2)=[O:68]. The catalyst class is: 3. (5) Reactant: C[Si](C)(C)[N-][Si](C)(C)C.[Li+].F[C:12]1[CH:17]=[C:16]([O:18][CH3:19])[CH:15]=[CH:14][C:13]=1[C:20]1[NH:29][C:28](=[O:30])[C:27]2[C:22](=[CH:23][C:24]([O:33][CH3:34])=[CH:25][C:26]=2[O:31][CH3:32])[N:21]=1.[CH3:35][N:36]1[CH2:40][CH2:39][CH:38]([CH2:41][NH2:42])[CH2:37]1. Product: [CH3:32][O:31][C:26]1[CH:25]=[C:24]([O:33][CH3:34])[CH:23]=[C:22]2[C:27]=1[C:28](=[O:30])[NH:29][C:20]([C:13]1[CH:14]=[CH:15][C:16]([O:18][CH3:19])=[CH:17][C:12]=1[NH:42][CH2:41][CH:38]1[CH2:39][CH2:40][N:36]([CH3:35])[CH2:37]1)=[N:21]2. The catalyst class is: 1.